This data is from Reaction yield outcomes from USPTO patents with 853,638 reactions. The task is: Predict the reaction yield, written as a fraction of the theoretical maximum amount of product (1.0 means a 100% yield; for example, 0.34 means a 34% yield). (1) The reactants are [CH3:1][O:2][C:3]1[CH:4]=[C:5]([CH:10]=[CH:11][C:12]=1[O:13][CH2:14][C:15]([CH3:17])=[CH2:16])[C:6]([O:8][CH3:9])=[O:7].OS(O)(=O)=O.[CH3:23][OH:24]. No catalyst specified. The product is [CH3:1][O:2][C:3]1[CH:4]=[C:5]([CH:10]=[CH:11][C:12]=1[O:13][CH2:14][C:15]([O:24][CH3:23])([CH3:17])[CH3:16])[C:6]([O:8][CH3:9])=[O:7]. The yield is 0.590. (2) The reactants are [OH-].[K+].[O:3]=[C:4]([CH2:21][CH2:22][CH2:23][CH2:24][C:25]([C:32]([O:34]CC)=[O:33])([C:27]([O:29][CH2:30][CH3:31])=[O:28])[CH3:26])[CH2:5][CH2:6][CH2:7][CH2:8][C:9]([C:16]([O:18]CC)=[O:17])([C:11]([O:13][CH2:14][CH3:15])=[O:12])[CH3:10]. The catalyst is CCO. The product is [CH2:14]([O:13][C:11]([C:9]([CH3:10])([CH2:8][CH2:7][CH2:6][CH2:5][C:4](=[O:3])[CH2:21][CH2:22][CH2:23][CH2:24][C:25]([C:27]([O:29][CH2:30][CH3:31])=[O:28])([CH3:26])[C:32]([OH:34])=[O:33])[C:16]([OH:18])=[O:17])=[O:12])[CH3:15]. The yield is 0.810. (3) The reactants are [C:1]([O:5][C:6]([N:8]1[CH2:13][CH2:12][N:11]([C:14]2[C:19]([Cl:20])=[CH:18][CH:17]=[CH:16][C:15]=2[NH2:21])[CH2:10][CH2:9]1)=[O:7])([CH3:4])([CH3:3])[CH3:2].[CH3:22][S:23](Cl)(=[O:25])=[O:24].C(N(CC)CC)C.C([O-])(O)=O.[Na+]. The catalyst is C(Cl)Cl.CCOC(C)=O. The product is [C:1]([O:5][C:6]([N:8]1[CH2:13][CH2:12][N:11]([C:14]2[C:15]([NH:21][S:23]([CH3:22])(=[O:25])=[O:24])=[CH:16][CH:17]=[CH:18][C:19]=2[Cl:20])[CH2:10][CH2:9]1)=[O:7])([CH3:4])([CH3:2])[CH3:3]. The yield is 0.700. (4) The reactants are [Cl:1][C:2]1[CH:7]=[CH:6][C:5]([C:8](=[C:12]2[C:20]3[C:15](=[CH:16][CH:17]=[CH:18][CH:19]=3)[N:14]([CH2:21][C:22]3[CH:23]=[C:24]([CH:28]=[CH:29][CH:30]=3)[C:25](O)=[O:26])[C:13]2=[O:31])[CH:9]([CH3:11])[CH3:10])=[CH:4][CH:3]=1.Cl.CN(C)CCCN=C=NCC.[CH3:44][S:45]([NH2:48])(=[O:47])=[O:46]. The catalyst is CN(C1C=CN=CC=1)C.ClCCl. The product is [Cl:1][C:2]1[CH:7]=[CH:6][C:5]([C:8](=[C:12]2[C:20]3[C:15](=[CH:16][CH:17]=[CH:18][CH:19]=3)[N:14]([CH2:21][C:22]3[CH:23]=[C:24]([CH:28]=[CH:29][CH:30]=3)[C:25]([NH:48][S:45]([CH3:44])(=[O:47])=[O:46])=[O:26])[C:13]2=[O:31])[CH:9]([CH3:10])[CH3:11])=[CH:4][CH:3]=1. The yield is 0.380. (5) The reactants are [C:1]([N:8]1[C@H:12]([CH3:13])[CH2:11][CH2:10][C@H:9]1[CH2:14][OH:15])([O:3][C:4]([CH3:7])([CH3:6])[CH3:5])=[O:2].C1(P(C2C=CC=CC=2)C2C=CC=CC=2)C=CC=CC=1.O[C:36]1[CH:45]=[CH:44][C:39]([C:40]([O:42][CH3:43])=[O:41])=[CH:38][CH:37]=1.N(C(OC(C)C)=O)=NC(OC(C)C)=O. No catalyst specified. The product is [C:1]([N:8]1[C@H:12]([CH3:13])[CH2:11][CH2:10][C@H:9]1[CH2:14][O:15][C:36]1[CH:45]=[CH:44][C:39]([C:40]([O:42][CH3:43])=[O:41])=[CH:38][CH:37]=1)([O:3][C:4]([CH3:6])([CH3:7])[CH3:5])=[O:2]. The yield is 0.800. (6) The reactants are Cl.[NH2:2][CH2:3][CH:4]([C:9]1[CH:14]=[CH:13][C:12]([Cl:15])=[CH:11][CH:10]=1)[C:5]([O:7][CH3:8])=[O:6].C1COCC1.CCN(C(C)C)C(C)C.O([CH2:38][C:39]([F:42])([F:41])[F:40])S(C(F)(F)F)(=O)=O. The catalyst is CN(C=O)C. The product is [Cl:15][C:12]1[CH:11]=[CH:10][C:9]([CH:4]([CH2:3][NH:2][CH2:38][C:39]([F:42])([F:41])[F:40])[C:5]([O:7][CH3:8])=[O:6])=[CH:14][CH:13]=1. The yield is 0.930. (7) The reactants are Cl.[Br:2][C:3]1[CH:4]=[C:5]([NH:11][C:12]2[N:17]=[CH:16][C:15]([N:18]3[CH2:23][CH2:22][N:21](C(OC(C)(C)C)=O)[CH2:20][C:19]3=[O:31])=[CH:14][CH:13]=2)[C:6](=[O:10])[N:7]([CH3:9])[CH:8]=1. The catalyst is O1CCOCC1. The product is [Br:2][C:3]1[CH:4]=[C:5]([NH:11][C:12]2[N:17]=[CH:16][C:15]([N:18]3[CH2:23][CH2:22][NH:21][CH2:20][C:19]3=[O:31])=[CH:14][CH:13]=2)[C:6](=[O:10])[N:7]([CH3:9])[CH:8]=1. The yield is 0.900. (8) The reactants are [F:1][C:2]1[CH:11]=[C:10]2[C:5]([CH2:6][CH2:7][C:8](=[O:12])[NH:9]2)=[CH:4][C:3]=1[CH3:13].[H-].[Na+].[Cl:16][CH2:17][CH2:18][CH2:19]I. The catalyst is CN(C=O)C. The product is [Cl:16][CH2:17][CH2:18][CH2:19][N:9]1[C:10]2[C:5](=[CH:4][C:3]([CH3:13])=[C:2]([F:1])[CH:11]=2)[CH2:6][CH2:7][C:8]1=[O:12]. The yield is 0.380. (9) The reactants are C([O:3][C:4](=[O:44])[C:5]([C:34]1[CH:39]=[CH:38][C:37]([CH2:40][CH:41]([CH3:43])[CH3:42])=[CH:36][CH:35]=1)([CH3:33])[CH2:6][CH2:7][CH2:8][CH2:9][C:10](=[O:32])[CH2:11][CH2:12][CH2:13][CH2:14][C:15]([C:22]1[CH:27]=[CH:26][C:25]([CH2:28][CH:29]([CH3:31])[CH3:30])=[CH:24][CH:23]=1)([CH3:21])[C:16]([O:18]CC)=[O:17])C.O.[OH-].[K+]. The catalyst is C(O)C. The product is [CH2:28]([C:25]1[CH:24]=[CH:23][C:22]([C:15]([CH3:21])([CH2:14][CH2:13][CH2:12][CH2:11][C:10](=[O:32])[CH2:9][CH2:8][CH2:7][CH2:6][C:5]([C:34]2[CH:35]=[CH:36][C:37]([CH2:40][CH:41]([CH3:43])[CH3:42])=[CH:38][CH:39]=2)([CH3:33])[C:4]([OH:44])=[O:3])[C:16]([OH:18])=[O:17])=[CH:27][CH:26]=1)[CH:29]([CH3:31])[CH3:30]. The yield is 0.820.